This data is from Forward reaction prediction with 1.9M reactions from USPTO patents (1976-2016). The task is: Predict the product of the given reaction. (1) Given the reactants [CH3:1][C:2]1[O:3][C:4]([C:8]2[C:9](=[O:19])[NH:10][C:11](=[O:18])[N:12]([CH2:14][CH2:15][CH:16]=O)[CH:13]=2)=[C:5]([CH3:7])[N:6]=1.[F:20][C:21]([F:35])([F:34])[C:22]1[CH:27]=[CH:26][C:25]([C@:28]23[CH2:33][C@H:32]2[CH2:31][NH:30][CH2:29]3)=[CH:24][CH:23]=1.CC(O)=O.[BH-](OC(C)=O)(OC(C)=O)OC(C)=O.[Na+].[OH-].[Na+].[Cl:56]C(Cl)C, predict the reaction product. The product is: [ClH:56].[CH3:1][C:2]1[O:3][C:4]([C:8]2[C:9](=[O:19])[NH:10][C:11](=[O:18])[N:12]([CH2:14][CH2:15][CH2:16][N:30]3[CH2:31][C@H:32]4[C@:28]([C:25]5[CH:24]=[CH:23][C:22]([C:21]([F:20])([F:35])[F:34])=[CH:27][CH:26]=5)([CH2:33]4)[CH2:29]3)[CH:13]=2)=[C:5]([CH3:7])[N:6]=1. (2) Given the reactants [F:1][C:2]1[CH:7]=[CH:6][C:5]([F:8])=[CH:4][C:3]=1[C:9]1[CH2:10][CH2:11][N:12](C(OCC2C=CC=CC=2)=O)[CH:13]([C:15]2[CH:20]=[CH:19][CH:18]=[C:17]([O:21][CH3:22])[CH:16]=2)[CH:14]=1.B(Br)(Br)Br, predict the reaction product. The product is: [F:1][C:2]1[CH:7]=[CH:6][C:5]([F:8])=[CH:4][C:3]=1[C:9]1[CH2:10][CH2:11][NH:12][CH:13]([C:15]2[CH:20]=[CH:19][CH:18]=[C:17]([O:21][CH3:22])[CH:16]=2)[CH:14]=1.